This data is from Forward reaction prediction with 1.9M reactions from USPTO patents (1976-2016). The task is: Predict the product of the given reaction. (1) Given the reactants [O:1]1[CH2:5][CH2:4][CH2:3][C@@H:2]1[CH2:6][OH:7].[H-].[Na+].F[C:11]1[N:16]=[C:15]([CH2:17][N:18]2[C:22]3=[N:23][C:24]([NH:27][C:28]4[CH:29]=[N:30][N:31]([CH3:33])[CH:32]=4)=[N:25][CH:26]=[C:21]3[CH:20]=[N:19]2)[CH:14]=[CH:13][CH:12]=1, predict the reaction product. The product is: [CH3:33][N:31]1[CH:32]=[C:28]([NH:27][C:24]2[N:23]=[C:22]3[N:18]([CH2:17][C:15]4[CH:14]=[CH:13][CH:12]=[C:11]([O:7][CH2:6][C@H:2]5[CH2:3][CH2:4][CH2:5][O:1]5)[N:16]=4)[N:19]=[CH:20][C:21]3=[CH:26][N:25]=2)[CH:29]=[N:30]1. (2) Given the reactants [CH2:1]([OH:8])[C:2]#[C:3][C:4]#[C:5][CH2:6][OH:7].[H-].[Na+].Br[CH2:12][C:13]([O:15][C:16]([CH3:19])([CH3:18])[CH3:17])=[O:14], predict the reaction product. The product is: [OH:7][CH2:6][C:5]#[C:4][C:3]#[C:2][CH2:1][O:8][CH2:12][C:13]([O:15][C:16]([CH3:19])([CH3:18])[CH3:17])=[O:14]. (3) The product is: [CH3:1][C:2]1([CH3:34])[CH:11]=[C:10]([C:12]2[CH:17]=[CH:16][CH:15]=[CH:14][CH:13]=2)[C:9]2[C:4](=[CH:5][C:6]([O:30][CH2:31][CH2:32][CH3:33])=[C:7]([C:18]([CH3:29])=[C:19]([F:28])[CH:20]=[CH:21][C:22]([CH3:27])=[CH:23][C:24]([OH:26])=[O:25])[CH:8]=2)[O:3]1. Given the reactants [CH3:1][C:2]1([CH3:34])[CH:11]=[C:10]([C:12]2[CH:17]=[CH:16][CH:15]=[CH:14][CH:13]=2)[C:9]2[C:4](=[CH:5][C:6]([O:30][CH2:31][CH2:32][CH3:33])=[C:7]([C:18]([CH3:29])=[C:19]([F:28])[CH:20]=[CH:21][C:22]([CH3:27])=[CH:23][C:24]([O-:26])=[O:25])[CH:8]=2)[O:3]1.[OH-].[Na+], predict the reaction product. (4) Given the reactants C(O)C.[OH-].[Na+].[CH2:6]([O:13][C:14]1[CH:29]=[CH:28][C:17]([C:18]([O:20]CC2C=CC=CC=2)=[O:19])=[C:16]([Cl:30])[CH:15]=1)[C:7]1[CH:12]=[CH:11][CH:10]=[CH:9][CH:8]=1, predict the reaction product. The product is: [CH2:6]([O:13][C:14]1[CH:29]=[CH:28][C:17]([C:18]([OH:20])=[O:19])=[C:16]([Cl:30])[CH:15]=1)[C:7]1[CH:8]=[CH:9][CH:10]=[CH:11][CH:12]=1. (5) Given the reactants [F:1][C:2]1[CH:35]=[CH:34][CH:33]=[C:32]([F:36])[C:3]=1[O:4][C:5]1[C:19]([O:20][C:21]2[CH:22]=[N:23][C:24]([S:27]([CH2:30][CH3:31])(=[O:29])=[O:28])=[CH:25][CH:26]=2)=[CH:18][C:8]2[NH:9][C:10](C3C=CC=CN=3)=[N:11][C:7]=2[CH:6]=1.[CH3:37][N:38]1[CH:42]=[CH:41][C:40](C(O)=O)=[N:39]1, predict the reaction product. The product is: [F:1][C:2]1[CH:35]=[CH:34][CH:33]=[C:32]([F:36])[C:3]=1[O:4][C:5]1[C:19]([O:20][C:21]2[CH:22]=[N:23][C:24]([S:27]([CH2:30][CH3:31])(=[O:29])=[O:28])=[CH:25][CH:26]=2)=[CH:18][C:8]2[NH:9][C:10]([C:40]3[CH:41]=[CH:42][N:38]([CH3:37])[N:39]=3)=[N:11][C:7]=2[CH:6]=1. (6) Given the reactants [N+:1]([C:4]1[CH:9]=[CH:8][CH:7]=[CH:6][C:5]=1[C:10]1[CH:19]=[C:18]([C:20]([CH3:23])([CH3:22])[CH3:21])[C:17]2[C:12](=[CH:13][CH:14]=[CH:15][CH:16]=2)[N:11]=1)([O-])=O.C1(P(C2C=CC=CC=2)C2C=CC=CC=2)C=CC=CC=1, predict the reaction product. The product is: [C:20]([C:18]1[C:17]2[CH:16]=[CH:15][CH:14]=[CH:13][C:12]=2[N:11]2[N:1]=[C:4]3[C:5]([CH:6]=[CH:7][CH:8]=[CH:9]3)=[C:10]2[CH:19]=1)([CH3:23])([CH3:22])[CH3:21]. (7) Given the reactants C([N:8]1[CH2:12][CH2:11][C:10]([F:24])([C:13]([NH:15][C:16]2[CH:21]=[CH:20][C:19]([F:22])=[C:18]([CH3:23])[CH:17]=2)=[O:14])[CH2:9]1)C1C=CC=CC=1, predict the reaction product. The product is: [F:24][C:10]1([C:13]([NH:15][C:16]2[CH:21]=[CH:20][C:19]([F:22])=[C:18]([CH3:23])[CH:17]=2)=[O:14])[CH2:11][CH2:12][NH:8][CH2:9]1.